The task is: Predict which catalyst facilitates the given reaction.. This data is from Catalyst prediction with 721,799 reactions and 888 catalyst types from USPTO. (1) Reactant: [CH3:1][C:2]1[N:3]=[C:4]2[CH:12]=[CH:11][CH:10]=[C:9]3[N:5]2[C:6]=1[C:7](=[O:28])[N:8]3[CH2:13][CH2:14][C:15]([CH3:27])([CH3:26])[CH2:16][CH2:17][NH:18][S:19]([C:22]([F:25])([F:24])[F:23])(=[O:21])=[O:20].[ClH:29]. Product: [ClH:29].[CH3:1][C:2]1[N:3]=[C:4]2[CH:12]=[CH:11][CH:10]=[C:9]3[N:5]2[C:6]=1[C:7](=[O:28])[N:8]3[CH2:13][CH2:14][C:15]([CH3:26])([CH3:27])[CH2:16][CH2:17][NH:18][S:19]([C:22]([F:23])([F:24])[F:25])(=[O:20])=[O:21]. The catalyst class is: 5. (2) Reactant: N[C:2]1[CH:11]=[CH:10][C:9]([CH3:12])=[CH:8][C:3]=1[C:4]([O:6]C)=O.Cl[CH2:14][CH2:15][N:16]=[C:17]=[O:18].[CH2:19](N(CC)CC)C. Product: [CH3:12][C:9]1[CH:10]=[CH:11][C:2]2[CH:19]=[C:17]3[O:18][CH2:14][CH2:15][N:16]3[C:4](=[O:6])[C:3]=2[CH:8]=1. The catalyst class is: 344. (3) Reactant: [Br:1][C:2]1[S:6][C:5]2[C:7]3[C:19]([C:20](=[CH:21][CH:22]([CH2:27][CH3:28])[CH2:23][CH2:24][CH2:25][CH3:26])[C:4]=2[CH:3]=1)=[CH:18][C:17]1[C:12]2[S:13][C:14]([Br:16])=[CH:15][C:11]=2[C:10](=[CH:29][CH:30]([CH2:35][CH3:36])[CH2:31][CH2:32][CH2:33][CH3:34])[C:9]=1[CH:8]=3.[CH2:37]1[C:42](=O)N(Br)[C:39](=O)[CH2:38]1. Product: [Br:16][C:14]1[S:13][C:12]2[C:17]3[C:9]([C:10](=[CH:29][CH:30]([CH2:35][CH2:36][CH2:19][CH2:7][CH2:8][CH3:9])[CH2:31][CH2:32][CH2:33][CH2:34][CH2:39][CH2:38][CH2:37][CH3:42])[C:11]=2[CH:15]=1)=[CH:8][C:7]1[C:5]2[S:6][C:2]([Br:1])=[CH:3][C:4]=2[C:20](=[CH:21][CH:22]([CH2:27][CH2:28][CH2:5][CH2:4][CH2:3][CH3:2])[CH2:23][CH2:24][CH2:25][CH2:26][CH2:12][CH2:11][CH2:10][CH3:29])[C:19]=1[CH:18]=3. The catalyst class is: 4. (4) Reactant: [N+:1]([C:4]1[CH:9]=[CH:8][CH:7]=[CH:6][C:5]=1[NH:10][CH2:11][CH2:12][N:13]1[CH2:18][CH2:17][CH:16]([C:19]([O:21][C:22]([CH3:25])([CH3:24])[CH3:23])=[O:20])[CH2:15][CH2:14]1)([O-])=O.[BH4-].[Na+]. Product: [NH2:1][C:4]1[CH:9]=[CH:8][CH:7]=[CH:6][C:5]=1[NH:10][CH2:11][CH2:12][N:13]1[CH2:18][CH2:17][CH:16]([C:19]([O:21][C:22]([CH3:25])([CH3:24])[CH3:23])=[O:20])[CH2:15][CH2:14]1. The catalyst class is: 19. (5) Product: [O:11]1[C:15]2[CH:16]=[CH:17][C:18]([CH:20]3[N:10]([C:8]4[CH:7]=[CH:6][C:5]5[NH:1][CH:2]=[N:3][C:4]=5[CH:9]=4)[C:24](=[O:22])[NH:25][C:34]3=[N:33][CH2:35][CH2:36][CH2:37][N:38]3[CH2:42][CH2:41][CH2:40][C:39]3=[O:43])=[CH:19][C:14]=2[O:13][CH2:12]1. Reactant: [NH:1]1[C:5]2[CH:6]=[CH:7][C:8]([NH2:10])=[CH:9][C:4]=2[N:3]=[CH:2]1.[O:11]1[C:15]2[CH:16]=[CH:17][C:18]([CH:20]=O)=[CH:19][C:14]=2[O:13][CH2:12]1.[O:22]([C:24]#[N:25])[K].Cl.N1C=CC=CC=1.[N+:33]([CH2:35][CH2:36][CH2:37][N:38]1[CH2:42][CH2:41][CH2:40][C:39]1=[O:43])#[C-:34]. The catalyst class is: 5. (6) Reactant: O/[N:2]=[CH:3]/[C:4]1[S:8][CH:7]=[C:6]([CH:9]([N:13]2[CH:17]=[C:16]([C:18]3[C:19]4[CH:26]=[CH:25][N:24]([CH2:27][O:28][CH2:29][CH2:30][Si:31]([CH3:34])([CH3:33])[CH3:32])[C:20]=4[N:21]=[CH:22][N:23]=3)[CH:15]=[N:14]2)[CH2:10][C:11]#[N:12])[CH:5]=1.N1C=CC=CC=1.CS(Cl)(=O)=O. Product: [C:11]([CH2:10][CH:9]([C:6]1[CH:5]=[C:4]([C:3]#[N:2])[S:8][CH:7]=1)[N:13]1[CH:17]=[C:16]([C:18]2[C:19]3[CH:26]=[CH:25][N:24]([CH2:27][O:28][CH2:29][CH2:30][Si:31]([CH3:34])([CH3:33])[CH3:32])[C:20]=3[N:21]=[CH:22][N:23]=2)[CH:15]=[N:14]1)#[N:12]. The catalyst class is: 6.